This data is from NCI-60 drug combinations with 297,098 pairs across 59 cell lines. The task is: Regression. Given two drug SMILES strings and cell line genomic features, predict the synergy score measuring deviation from expected non-interaction effect. (1) Drug 1: C#CCC(CC1=CN=C2C(=N1)C(=NC(=N2)N)N)C3=CC=C(C=C3)C(=O)NC(CCC(=O)O)C(=O)O. Drug 2: C(CC(=O)O)C(=O)CN.Cl. Cell line: LOX IMVI. Synergy scores: CSS=54.3, Synergy_ZIP=0.580, Synergy_Bliss=1.69, Synergy_Loewe=-26.3, Synergy_HSA=1.13. (2) Drug 1: CS(=O)(=O)OCCCCOS(=O)(=O)C. Drug 2: N.N.Cl[Pt+2]Cl. Cell line: OVCAR3. Synergy scores: CSS=25.1, Synergy_ZIP=2.03, Synergy_Bliss=4.04, Synergy_Loewe=-30.1, Synergy_HSA=-0.275. (3) Drug 1: CC1=C(C=C(C=C1)NC2=NC=CC(=N2)N(C)C3=CC4=NN(C(=C4C=C3)C)C)S(=O)(=O)N.Cl. Drug 2: C1CC(=O)NC(=O)C1N2C(=O)C3=CC=CC=C3C2=O. Cell line: SW-620. Synergy scores: CSS=-2.07, Synergy_ZIP=6.98, Synergy_Bliss=3.71, Synergy_Loewe=-5.61, Synergy_HSA=-6.44. (4) Drug 1: C1C(C(OC1N2C=C(C(=O)NC2=O)F)CO)O. Drug 2: CC1=C(C(=CC=C1)Cl)NC(=O)C2=CN=C(S2)NC3=CC(=NC(=N3)C)N4CCN(CC4)CCO. Cell line: BT-549. Synergy scores: CSS=13.1, Synergy_ZIP=0.932, Synergy_Bliss=0.480, Synergy_Loewe=-9.52, Synergy_HSA=-0.718.